Predict the reactants needed to synthesize the given product. From a dataset of Full USPTO retrosynthesis dataset with 1.9M reactions from patents (1976-2016). Given the product [Br:10][C:8]1[CH:9]=[C:4]2[C:5]([CH2:11][NH:26][C:3]2=[O:2])=[CH:6][CH:7]=1, predict the reactants needed to synthesize it. The reactants are: C[O:2][C:3](=O)[C:4]1[CH:9]=[C:8]([Br:10])[CH:7]=[CH:6][C:5]=1[CH2:11]Br.CC1(C)C(C)(C)OB(C2C=C3C(=CC=2)C(=O)[NH:26]C3)O1.